This data is from Full USPTO retrosynthesis dataset with 1.9M reactions from patents (1976-2016). The task is: Predict the reactants needed to synthesize the given product. Given the product [Cl:10][CH2:9][CH2:8][CH2:7][C:2]([CH3:4])([CH3:3])[C:1]#[N:5], predict the reactants needed to synthesize it. The reactants are: [C:1](#[N:5])[CH:2]([CH3:4])[CH3:3].Br[CH2:7][CH2:8][CH2:9][Cl:10].